Dataset: Reaction yield outcomes from USPTO patents with 853,638 reactions. Task: Predict the reaction yield, written as a fraction of the theoretical maximum amount of product (1.0 means a 100% yield; for example, 0.34 means a 34% yield). (1) The reactants are [CH:1]1([C:7]2([CH3:14])[C:11](=[O:12])[NH:10][N:9]=[C:8]2[CH3:13])[CH2:6][CH2:5][CH2:4][CH2:3][CH2:2]1.Br[CH2:16][C:17]([C:19]1[CH:24]=[CH:23][CH:22]=[C:21]([OH:25])[CH:20]=1)=[O:18]. No catalyst specified. The product is [CH:1]1([C:7]2([CH3:14])[C:11](=[O:12])[N:10]([CH2:16][C:17]([C:19]3[CH:24]=[CH:23][CH:22]=[C:21]([OH:25])[CH:20]=3)=[O:18])[N:9]=[C:8]2[CH3:13])[CH2:2][CH2:3][CH2:4][CH2:5][CH2:6]1. The yield is 0.0500. (2) The reactants are [CH3:1][O:2][C:3]1[CH:8]=[CH:7][C:6]([CH2:9][C:10](OC)=[O:11])=[CH:5][CH:4]=1.[H-].C([Al+]CC(C)C)C(C)C.C(C(C(C([O-])=O)O)O)([O-])=O.[K+].[Na+]. The catalyst is C1(C)C=CC=CC=1. The product is [CH3:1][O:2][C:3]1[CH:8]=[CH:7][C:6]([CH2:9][CH:10]=[O:11])=[CH:5][CH:4]=1. The yield is 0.193. (3) The reactants are [CH2:1]([C:4]1[C:12]([N+:13]([O-:15])=[O:14])=[CH:11][CH:10]=[CH:9][C:5]=1[C:6]([OH:8])=O)[CH:2]=[CH2:3].[CH2:16]([C:20]1[CH:25]=[C:24]([CH3:26])[N:23]=[C:22]([O:27][CH3:28])[C:21]=1[CH2:29][NH2:30])[CH2:17][CH:18]=[CH2:19].C1C=NC2N(O)N=NC=2C=1.C(Cl)CCl.CN1CCOCC1. The catalyst is CS(C)=O.O. The yield is 1.00. The product is [CH2:1]([C:4]1[C:12]([N+:13]([O-:15])=[O:14])=[CH:11][CH:10]=[CH:9][C:5]=1[C:6]([NH:30][CH2:29][C:21]1[C:22]([O:27][CH3:28])=[N:23][C:24]([CH3:26])=[CH:25][C:20]=1[CH2:16][CH2:17][CH:18]=[CH2:19])=[O:8])[CH:2]=[CH2:3].